From a dataset of Full USPTO retrosynthesis dataset with 1.9M reactions from patents (1976-2016). Predict the reactants needed to synthesize the given product. (1) The reactants are: [CH2:1]([O:3][C:4]([C:6]1([C:9]2[CH:14]=[CH:13][C:12]([C:15]3[CH:20]=[CH:19][C:18]([C:21]4[S:22][C:23]([F:29])=[CH:24][C:25]=4C(O)=O)=[CH:17][CH:16]=3)=[CH:11][CH:10]=2)[CH2:8][CH2:7]1)=[O:5])[CH3:2].C([N:32]([CH2:35]C)CC)C.C1(P(N=[N+]=[N-])(C2C=CC=CC=2)=[O:44])C=CC=CC=1.[S:54]1[CH:58]=[CH:57][C:56]([CH:59]([OH:61])[CH3:60])=[CH:55]1. Given the product [CH2:1]([O:3][C:4]([C:6]1([C:9]2[CH:14]=[CH:13][C:12]([C:15]3[CH:16]=[CH:17][C:18]([C:21]4[S:22][C:23]([F:29])=[CH:24][C:25]=4[NH:32][C:35]([O:61][CH:59]([C:56]4[CH:57]=[CH:58][S:54][CH:55]=4)[CH3:60])=[O:44])=[CH:19][CH:20]=3)=[CH:11][CH:10]=2)[CH2:7][CH2:8]1)=[O:5])[CH3:2], predict the reactants needed to synthesize it. (2) Given the product [Cl:1][C:2]1[CH:3]=[C:4]2[C:8](=[CH:9][CH:10]=1)[N:7]([C:11]([C:13]1[CH:14]=[C:15]3[C:20](=[CH:21][C:22]=1[CH3:23])[N:19]1[C:24]([C@H:27]4[CH2:28][CH2:29][C@H:30]([C:33]([OH:35])=[O:34])[CH2:31][CH2:32]4)=[N:25][CH:26]=[C:18]1[C:17](=[O:43])[NH:16]3)=[O:12])[CH2:6][CH2:5]2, predict the reactants needed to synthesize it. The reactants are: [Cl:1][C:2]1[CH:3]=[C:4]2[C:8](=[CH:9][CH:10]=1)[N:7]([C:11]([C:13]1[CH:14]=[C:15]3[C:20](=[CH:21][C:22]=1[CH3:23])[N:19]1[C:24]([C@H:27]4[CH2:32][CH2:31][C@H:30]([C:33]([O:35]CC5C=CC=CC=5)=[O:34])[CH2:29][CH2:28]4)=[N:25][CH:26]=[C:18]1[C:17](=[O:43])[NH:16]3)=[O:12])[CH2:6][CH2:5]2.[OH-].[Na+].Cl. (3) Given the product [NH2:7][C:8]1[CH:9]=[C:10]([CH:14]([NH:16][C:17]2[C:26]3[C:21](=[C:22]([C:27]([NH2:28])=[O:29])[CH:23]=[CH:24][CH:25]=3)[N:20]=[CH:19][N:18]=2)[CH3:15])[CH:11]=[CH:12][CH:13]=1, predict the reactants needed to synthesize it. The reactants are: C(OC(=O)[NH:7][C:8]1[CH:13]=[CH:12][CH:11]=[C:10]([CH:14]([NH:16][C:17]2[C:26]3[C:21](=[C:22]([C:27](=[O:29])[NH2:28])[CH:23]=[CH:24][CH:25]=3)[N:20]=[CH:19][N:18]=2)[CH3:15])[CH:9]=1)(C)(C)C.Cl. (4) Given the product [CH2:14]([O:18][CH2:19][C:20]1[CH:28]=[CH:27][C:23]([C:24]([OH:26])=[O:25])=[CH:22][CH:21]=1)[CH3:15], predict the reactants needed to synthesize it. The reactants are: BrCC1C=CC(C(O)=O)=CC=1.[H-].[Na+].[CH2:14]([O:18][CH2:19][C:20]1[CH:28]=[CH:27][C:23]([C:24]([OH:26])=[O:25])=[CH:22][CH:21]=1)[CH2:15]C=C.